This data is from Forward reaction prediction with 1.9M reactions from USPTO patents (1976-2016). The task is: Predict the product of the given reaction. (1) Given the reactants [CH3:1][O:2][C:3]1[CH:8]=[CH:7][C:6]([CH2:9][NH2:10])=[CH:5][CH:4]=1.[CH3:11][S:12](Cl)(=[O:14])=[O:13], predict the reaction product. The product is: [CH3:1][O:2][C:3]1[CH:8]=[CH:7][C:6]([CH2:9][NH:10][S:12]([CH3:11])(=[O:14])=[O:13])=[CH:5][CH:4]=1. (2) Given the reactants C(Cl)(=O)C.Cl[C:6]1[CH:11]=[CH:10][N:9]=[C:8]2[NH:12][CH:13]=[CH:14][C:7]=12.[I-:15].[Na+], predict the reaction product. The product is: [I:15][C:6]1[CH:11]=[CH:10][N:9]=[C:8]2[NH:12][CH:13]=[CH:14][C:7]=12.